This data is from NCI-60 drug combinations with 297,098 pairs across 59 cell lines. The task is: Regression. Given two drug SMILES strings and cell line genomic features, predict the synergy score measuring deviation from expected non-interaction effect. (1) Drug 1: CC12CCC3C(C1CCC2O)C(CC4=C3C=CC(=C4)O)CCCCCCCCCS(=O)CCCC(C(F)(F)F)(F)F. Drug 2: CC1=C2C(C(=O)C3(C(CC4C(C3C(C(C2(C)C)(CC1OC(=O)C(C(C5=CC=CC=C5)NC(=O)OC(C)(C)C)O)O)OC(=O)C6=CC=CC=C6)(CO4)OC(=O)C)O)C)O. Cell line: ACHN. Synergy scores: CSS=7.68, Synergy_ZIP=0.439, Synergy_Bliss=7.65, Synergy_Loewe=-3.64, Synergy_HSA=3.97. (2) Drug 1: CC1OCC2C(O1)C(C(C(O2)OC3C4COC(=O)C4C(C5=CC6=C(C=C35)OCO6)C7=CC(=C(C(=C7)OC)O)OC)O)O. Drug 2: CN1C2=C(C=C(C=C2)N(CCCl)CCCl)N=C1CCCC(=O)O.Cl. Cell line: HOP-92. Synergy scores: CSS=41.1, Synergy_ZIP=-4.69, Synergy_Bliss=-1.29, Synergy_Loewe=-13.9, Synergy_HSA=1.74. (3) Drug 1: CN(C)C1=NC(=NC(=N1)N(C)C)N(C)C. Drug 2: C1=CC(=CC=C1CC(C(=O)O)N)N(CCCl)CCCl.Cl. Cell line: HS 578T. Synergy scores: CSS=22.8, Synergy_ZIP=4.26, Synergy_Bliss=16.9, Synergy_Loewe=0.293, Synergy_HSA=9.81. (4) Drug 1: COC1=NC(=NC2=C1N=CN2C3C(C(C(O3)CO)O)O)N. Drug 2: C1CN(P(=O)(OC1)NCCCl)CCCl. Cell line: SK-OV-3. Synergy scores: CSS=-14.2, Synergy_ZIP=9.38, Synergy_Bliss=4.56, Synergy_Loewe=-9.86, Synergy_HSA=-11.0. (5) Drug 1: CS(=O)(=O)C1=CC(=C(C=C1)C(=O)NC2=CC(=C(C=C2)Cl)C3=CC=CC=N3)Cl. Drug 2: CC=C1C(=O)NC(C(=O)OC2CC(=O)NC(C(=O)NC(CSSCCC=C2)C(=O)N1)C(C)C)C(C)C. Cell line: MDA-MB-435. Synergy scores: CSS=7.13, Synergy_ZIP=2.36, Synergy_Bliss=-3.18, Synergy_Loewe=-67.5, Synergy_HSA=-8.51. (6) Drug 1: CC1C(C(CC(O1)OC2CC(CC3=C2C(=C4C(=C3O)C(=O)C5=C(C4=O)C(=CC=C5)OC)O)(C(=O)C)O)N)O.Cl. Drug 2: CCC1(CC2CC(C3=C(CCN(C2)C1)C4=CC=CC=C4N3)(C5=C(C=C6C(=C5)C78CCN9C7C(C=CC9)(C(C(C8N6C)(C(=O)OC)O)OC(=O)C)CC)OC)C(=O)OC)O.OS(=O)(=O)O. Cell line: PC-3. Synergy scores: CSS=40.0, Synergy_ZIP=-5.64, Synergy_Bliss=-4.90, Synergy_Loewe=-7.48, Synergy_HSA=-3.47. (7) Drug 1: CC12CCC3C(C1CCC2O)C(CC4=C3C=CC(=C4)O)CCCCCCCCCS(=O)CCCC(C(F)(F)F)(F)F. Drug 2: CC(C)(C#N)C1=CC(=CC(=C1)CN2C=NC=N2)C(C)(C)C#N. Cell line: SK-OV-3. Synergy scores: CSS=-0.719, Synergy_ZIP=-1.15, Synergy_Bliss=-3.79, Synergy_Loewe=-3.11, Synergy_HSA=-4.44. (8) Synergy scores: CSS=6.14, Synergy_ZIP=-4.94, Synergy_Bliss=-2.28, Synergy_Loewe=-6.85, Synergy_HSA=-0.874. Drug 1: CC1=C(C(=O)C2=C(C1=O)N3CC4C(C3(C2COC(=O)N)OC)N4)N. Cell line: T-47D. Drug 2: COC1=C2C(=CC3=C1OC=C3)C=CC(=O)O2. (9) Cell line: EKVX. Drug 1: CC1=C2C(C(=O)C3(C(CC4C(C3C(C(C2(C)C)(CC1OC(=O)C(C(C5=CC=CC=C5)NC(=O)C6=CC=CC=C6)O)O)OC(=O)C7=CC=CC=C7)(CO4)OC(=O)C)O)C)OC(=O)C. Synergy scores: CSS=8.34, Synergy_ZIP=-5.59, Synergy_Bliss=-5.79, Synergy_Loewe=-12.5, Synergy_HSA=-4.35. Drug 2: CCC1=C2CN3C(=CC4=C(C3=O)COC(=O)C4(CC)O)C2=NC5=C1C=C(C=C5)O. (10) Drug 1: CC1=C(C=C(C=C1)C(=O)NC2=CC(=CC(=C2)C(F)(F)F)N3C=C(N=C3)C)NC4=NC=CC(=N4)C5=CN=CC=C5. Drug 2: CC1C(C(CC(O1)OC2CC(CC3=C2C(=C4C(=C3O)C(=O)C5=CC=CC=C5C4=O)O)(C(=O)C)O)N)O. Cell line: ACHN. Synergy scores: CSS=47.7, Synergy_ZIP=-0.0104, Synergy_Bliss=-3.33, Synergy_Loewe=-41.4, Synergy_HSA=-5.97.